From a dataset of Catalyst prediction with 721,799 reactions and 888 catalyst types from USPTO. Predict which catalyst facilitates the given reaction. (1) Reactant: [CH3:1][C:2]1[N:3]([CH2:29][C:30]([O:32]CC)=[O:31])[C:4]2[CH2:5][C:6]([CH3:28])([CH3:27])[CH2:7][C:8](=[O:26])[C:9]=2[C:10]=1[S:11][C:12]1[CH:17]=[CH:16][C:15]([S:18]([N:21]2[CH2:25][CH2:24][CH2:23][CH2:22]2)(=[O:20])=[O:19])=[CH:14][CH:13]=1.[OH-].[Na+]. Product: [CH3:1][C:2]1[N:3]([CH2:29][C:30]([OH:32])=[O:31])[C:4]2[CH2:5][C:6]([CH3:28])([CH3:27])[CH2:7][C:8](=[O:26])[C:9]=2[C:10]=1[S:11][C:12]1[CH:13]=[CH:14][C:15]([S:18]([N:21]2[CH2:22][CH2:23][CH2:24][CH2:25]2)(=[O:19])=[O:20])=[CH:16][CH:17]=1. The catalyst class is: 20. (2) Reactant: [OH:1][CH2:2][C:3]1[CH:12]=[CH:11][C:6]([C:7]([O:9][CH3:10])=[O:8])=[CH:5][N:4]=1.[H-].[Na+].Br[CH2:16][C:17]([O:19][CH2:20][CH3:21])=[O:18]. Product: [CH2:20]([O:19][C:17](=[O:18])[CH2:16][O:1][CH2:2][C:3]1[CH:12]=[CH:11][C:6]([C:7]([O:9][CH3:10])=[O:8])=[CH:5][N:4]=1)[CH3:21]. The catalyst class is: 7. (3) The catalyst class is: 26. Reactant: [Cl:1][C:2]1[CH:3]=[C:4]([NH:9][C:10]2[N:15]=[C:14]([N:16]3[C:20]([Cl:21])=[C:19]([Cl:22])[N:18]=[CH:17]3)[C:13]([C:23]3[CH:24]=[C:25]([C:29]([O:31]CC)=[O:30])[CH:26]=[N:27][CH:28]=3)=[CH:12][N:11]=2)[CH:5]=[CH:6][C:7]=1[F:8].IC1C=C2C(=CC=1)N(CCOC)C=C(C(OCC)=O)C2=O.[OH-].C[Sn+](C)C. Product: [Cl:1][C:2]1[CH:3]=[C:4]([NH:9][C:10]2[N:15]=[C:14]([N:16]3[C:20]([Cl:21])=[C:19]([Cl:22])[N:18]=[CH:17]3)[C:13]([C:23]3[CH:24]=[C:25]([C:29]([OH:31])=[O:30])[CH:26]=[N:27][CH:28]=3)=[CH:12][N:11]=2)[CH:5]=[CH:6][C:7]=1[F:8]. (4) Reactant: I[C:2]1[CH:11]=[CH:10][C:9]2[C:4](=[CH:5][CH:6]=[CH:7][CH:8]=2)[N:3]=1.C([Mg]Cl)(C)C.[C:17]([O:21][C:22]([N:24]1[CH2:29][CH2:28][C:27]([CH:33]=[O:34])([CH2:30][CH2:31][CH3:32])[CH2:26][CH2:25]1)=[O:23])([CH3:20])([CH3:19])[CH3:18]. Product: [C:17]([O:21][C:22]([N:24]1[CH2:29][CH2:28][C:27]([CH:33]([OH:34])[C:2]2[CH:11]=[CH:10][C:9]3[C:4](=[CH:5][CH:6]=[CH:7][CH:8]=3)[N:3]=2)([CH2:30][CH2:31][CH3:32])[CH2:26][CH2:25]1)=[O:23])([CH3:19])([CH3:20])[CH3:18]. The catalyst class is: 1. (5) Reactant: [Si]([O:8][C:9]1[CH:14]=[C:13]([CH3:15])[C:12]([C:16]2[CH:24]=[CH:23][C:22]([F:25])=[C:21]3[C:17]=2[CH2:18][CH2:19][C@H:20]3[O:26][C:27]2[CH:40]=[CH:39][C:30]3[C@H:31]([CH2:34][C:35]([O:37][CH3:38])=[O:36])[CH2:32][O:33][C:29]=3[CH:28]=2)=[C:11]([CH3:41])[CH:10]=1)(C(C)(C)C)(C)C.[F-].C([N+](CCCC)(CCCC)CCCC)CCC. Product: [F:25][C:22]1[CH:23]=[CH:24][C:16]([C:12]2[C:13]([CH3:15])=[CH:14][C:9]([OH:8])=[CH:10][C:11]=2[CH3:41])=[C:17]2[C:21]=1[C@H:20]([O:26][C:27]1[CH:40]=[CH:39][C:30]3[C@H:31]([CH2:34][C:35]([O:37][CH3:38])=[O:36])[CH2:32][O:33][C:29]=3[CH:28]=1)[CH2:19][CH2:18]2. The catalyst class is: 7.